From a dataset of Peptide-MHC class I binding affinity with 185,985 pairs from IEDB/IMGT. Regression. Given a peptide amino acid sequence and an MHC pseudo amino acid sequence, predict their binding affinity value. This is MHC class I binding data. (1) The peptide sequence is ELIRRVRRY. The MHC is HLA-B08:01 with pseudo-sequence HLA-B08:01. The binding affinity (normalized) is 0.0847. (2) The peptide sequence is IPYCNYSRYW. The MHC is HLA-B35:01 with pseudo-sequence HLA-B35:01. The binding affinity (normalized) is 0.373. (3) The peptide sequence is YTFTSLFSL. The MHC is HLA-B18:01 with pseudo-sequence HLA-B18:01. The binding affinity (normalized) is 0.0847. (4) The binding affinity (normalized) is 0. The MHC is HLA-A24:02 with pseudo-sequence HLA-A24:02. The peptide sequence is LIEGTASLS.